From a dataset of NCI-60 drug combinations with 297,098 pairs across 59 cell lines. Regression. Given two drug SMILES strings and cell line genomic features, predict the synergy score measuring deviation from expected non-interaction effect. (1) Drug 1: COC1=CC(=CC(=C1O)OC)C2C3C(COC3=O)C(C4=CC5=C(C=C24)OCO5)OC6C(C(C7C(O6)COC(O7)C8=CC=CS8)O)O. Drug 2: CC(C)(C#N)C1=CC(=CC(=C1)CN2C=NC=N2)C(C)(C)C#N. Cell line: SK-MEL-5. Synergy scores: CSS=22.6, Synergy_ZIP=-0.0256, Synergy_Bliss=-0.802, Synergy_Loewe=-12.7, Synergy_HSA=-0.906. (2) Drug 1: C1CCC(CC1)NC(=O)N(CCCl)N=O. Drug 2: CN(C)N=NC1=C(NC=N1)C(=O)N. Cell line: HL-60(TB). Synergy scores: CSS=51.0, Synergy_ZIP=17.8, Synergy_Bliss=17.1, Synergy_Loewe=6.06, Synergy_HSA=18.7. (3) Drug 1: CC(CN1CC(=O)NC(=O)C1)N2CC(=O)NC(=O)C2. Drug 2: COC1=CC(=CC(=C1O)OC)C2C3C(COC3=O)C(C4=CC5=C(C=C24)OCO5)OC6C(C(C7C(O6)COC(O7)C8=CC=CS8)O)O. Cell line: OVCAR3. Synergy scores: CSS=39.0, Synergy_ZIP=2.57, Synergy_Bliss=3.85, Synergy_Loewe=-11.2, Synergy_HSA=5.11. (4) Drug 1: CC1=CC2C(CCC3(C2CCC3(C(=O)C)OC(=O)C)C)C4(C1=CC(=O)CC4)C. Drug 2: C1=NC(=NC(=O)N1C2C(C(C(O2)CO)O)O)N. Cell line: COLO 205. Synergy scores: CSS=11.6, Synergy_ZIP=-0.825, Synergy_Bliss=0.675, Synergy_Loewe=-11.8, Synergy_HSA=-4.50. (5) Drug 1: CN(CC1=CN=C2C(=N1)C(=NC(=N2)N)N)C3=CC=C(C=C3)C(=O)NC(CCC(=O)O)C(=O)O. Drug 2: C1C(C(OC1N2C=C(C(=O)NC2=O)F)CO)O. Cell line: UACC-257. Synergy scores: CSS=48.1, Synergy_ZIP=-0.158, Synergy_Bliss=-0.537, Synergy_Loewe=-13.3, Synergy_HSA=1.01.